Dataset: Full USPTO retrosynthesis dataset with 1.9M reactions from patents (1976-2016). Task: Predict the reactants needed to synthesize the given product. (1) Given the product [N+:19]([C:15]1[CH:16]=[N:17][S:18][C:14]=1[C:7]1[CH:8]=[CH:9][C:4]([C:1]([NH2:2])=[O:3])=[CH:5][CH:6]=1)([O-:21])=[O:20], predict the reactants needed to synthesize it. The reactants are: [C:1]([C:4]1[CH:9]=[CH:8][C:7](B(O)O)=[CH:6][CH:5]=1)(=[O:3])[NH2:2].Br[C:14]1[S:18][N:17]=[CH:16][C:15]=1[N+:19]([O-:21])=[O:20].C([O-])(O)=O.[Na+].O. (2) Given the product [CH2:1]([O:5][C:6]1[CH:10]=[C:9]([CH2:11][CH2:12][S:13]([NH:16][C:36](=[O:37])[O:38][CH2:39][C:40]([CH3:43])([CH3:42])[CH3:41])(=[O:14])=[O:15])[N:8]([CH2:17][C:18]2[CH:23]=[CH:22][C:21]([Cl:24])=[CH:20][C:19]=2[Cl:25])[N:7]=1)[CH2:2][CH2:3][CH3:4], predict the reactants needed to synthesize it. The reactants are: [CH2:1]([O:5][C:6]1[CH:10]=[C:9]([CH2:11][CH2:12][S:13]([NH2:16])(=[O:15])=[O:14])[N:8]([CH2:17][C:18]2[CH:23]=[CH:22][C:21]([Cl:24])=[CH:20][C:19]=2[Cl:25])[N:7]=1)[CH2:2][CH2:3][CH3:4].C(N(CC)C(C)C)(C)C.Cl[C:36]([O:38][CH2:39][C:40]([CH3:43])([CH3:42])[CH3:41])=[O:37]. (3) Given the product [N:33]([CH2:15][C@@H:13]1[CH2:12][O:11][C@:10]([CH2:27][N:28]2[CH:32]=[CH:31][N:30]=[CH:29]2)([CH2:9][CH2:8][C:5]2[CH:6]=[CH:7][C:2]([Cl:1])=[CH:3][CH:4]=2)[O:14]1)=[N+:34]=[N-:35], predict the reactants needed to synthesize it. The reactants are: [Cl:1][C:2]1[CH:7]=[CH:6][C:5]([CH2:8][CH2:9][C@:10]2([CH2:27][N:28]3[CH:32]=[CH:31][N:30]=[CH:29]3)[O:14][C@H:13]([CH2:15]OS(C3C=CC(C)=CC=3)(=O)=O)[CH2:12][O:11]2)=[CH:4][CH:3]=1.[N-:33]=[N+:34]=[N-:35].[Na+]. (4) The reactants are: [NH2:1][CH2:2][C@@H:3]1[O:7][C:6](=[O:8])[N:5]([C:9]2[CH:14]=[CH:13][C:12]([S:15]([CH2:17][CH3:18])=[O:16])=[C:11]([F:19])[CH:10]=2)[CH2:4]1.[C:20](SCC)(=[S:22])[CH3:21]. Given the product [C:20]([NH:1][CH2:2][C@@H:3]1[O:7][C:6](=[O:8])[N:5]([C:9]2[CH:14]=[CH:13][C:12]([S:15]([CH2:17][CH3:18])=[O:16])=[C:11]([F:19])[CH:10]=2)[CH2:4]1)(=[S:22])[CH3:21], predict the reactants needed to synthesize it. (5) The reactants are: N12CCCN=C1CC[CH2:4][CH2:3][CH2:2]2.[Cl:12][C:13]1[CH:14]=[C:15]([CH2:19][CH:20]([OH:39])/[CH:21]=[CH:22]/[C@H:23]2[CH2:28][CH2:27][CH2:26][C:25](=[O:29])[N:24]2[CH2:30][CH2:31][CH2:32][CH2:33][O:34][CH2:35][C:36]([OH:38])=[O:37])[CH:16]=[CH:17][CH:18]=1.IC(C)C. Given the product [CH:3]([O:37][C:36](=[O:38])[CH2:35][O:34][CH2:33][CH2:32][CH2:31][CH2:30][N:24]1[C:25](=[O:29])[CH2:26][CH2:27][CH2:28][C@@H:23]1/[CH:22]=[CH:21]/[CH:20]([OH:39])[CH2:19][C:15]1[CH:16]=[CH:17][CH:18]=[C:13]([Cl:12])[CH:14]=1)([CH3:4])[CH3:2], predict the reactants needed to synthesize it. (6) Given the product [CH2:11]([C:14]1[C:23]2[C:18](=[CH:19][C:20]([O:26][CH3:27])=[C:21]([O:24][CH3:25])[CH:22]=2)[CH:17]=[CH:16][N:15]=1)[CH2:12][CH2:13][CH2:1][CH2:2][CH3:3], predict the reactants needed to synthesize it. The reactants are: [C:1](Cl)(=O)[CH2:2][CH2:3]CCCC.[Cl-].[CH2:11]([C:14]1[C:23]2[C:18](=[CH:19][C:20]([O:26][CH3:27])=[C:21]([O:24][CH3:25])[CH:22]=2)[CH:17]=[CH:16][N+:15]=1CC1C(F)=CC=CC=1Cl)[CH2:12][CH3:13].